This data is from Full USPTO retrosynthesis dataset with 1.9M reactions from patents (1976-2016). The task is: Predict the reactants needed to synthesize the given product. (1) Given the product [CH3:13][O:1][CH2:2][C:3]1[CH:8]=[CH:7][N:6]=[C:5]([C:9]([O:11][CH3:12])=[O:10])[CH:4]=1, predict the reactants needed to synthesize it. The reactants are: [OH:1][CH2:2][C:3]1[CH:8]=[CH:7][N:6]=[C:5]([C:9]([O:11][CH3:12])=[O:10])[CH:4]=1.[C:13]([O-])([O-])=O.[Cs+].[Cs+].IC. (2) Given the product [CH:39]([OH:41])=[O:40].[CH2:1]([N:3]([CH:46]1[CH2:51][CH2:50][O:49][CH2:48][CH2:47]1)[C:4]1[C:9]([CH3:10])=[C:8]([CH:7]=[C:6]([C:27]2[CH:32]=[N:31][C:30]([N:33]3[CH2:38][CH2:37][NH:36][CH2:35][CH2:34]3)=[CH:29][CH:28]=2)[CH:5]=1)[C:11]([NH:12][CH2:13][C:14]1[C:15](=[O:25])[NH:16][C:17]([CH3:24])=[C:18]([F:23])[C:19]=1[CH:20]([CH3:22])[CH3:21])=[O:26])[CH3:2], predict the reactants needed to synthesize it. The reactants are: [CH2:1]([N:3]([CH:46]1[CH2:51][CH2:50][O:49][CH2:48][CH2:47]1)[C:4]1[CH:5]=[C:6]([C:27]2[CH:28]=[CH:29][C:30]([N:33]3[CH2:38][CH2:37][N:36]([C:39]([O:41]C(C)(C)C)=[O:40])[CH2:35][CH2:34]3)=[N:31][CH:32]=2)[CH:7]=[C:8]([C:11](=[O:26])[NH:12][CH2:13][C:14]2[C:15](=[O:25])[NH:16][C:17]([CH3:24])=[C:18]([F:23])[C:19]=2[CH:20]([CH3:22])[CH3:21])[C:9]=1[CH3:10])[CH3:2].Cl.O1CCOCC1. (3) The reactants are: [C:1]([C:5]1[CH:10]=[CH:9][C:8]([N:11]2[C:15](=[O:16])[C:14]([CH3:18])([CH3:17])[N:13]([CH2:19][C:20]3[CH:25]=[CH:24][N:23]=[C:22]([NH:26][C:27](=O)[O:28]CC)[CH:21]=3)[C:12]2=[O:32])=[CH:7][CH:6]=1)([CH3:4])([CH3:3])[CH3:2].[CH3:33][NH:34][CH:35]1[CH2:39][CH2:38][CH2:37][CH2:36]1.C(N(CC)CC)C. Given the product [C:1]([C:5]1[CH:10]=[CH:9][C:8]([N:11]2[C:15](=[O:16])[C:14]([CH3:18])([CH3:17])[N:13]([CH2:19][C:20]3[CH:25]=[CH:24][N:23]=[C:22]([NH:26][C:27](=[O:28])[N:34]([CH:35]4[CH2:39][CH2:38][CH2:37][CH2:36]4)[CH3:33])[CH:21]=3)[C:12]2=[O:32])=[CH:7][CH:6]=1)([CH3:2])([CH3:3])[CH3:4], predict the reactants needed to synthesize it. (4) The reactants are: [NH:1]1[CH2:6][CH2:5][O:4][CH2:3][CH2:2]1.C([BH3-])#N.[Na+].[ClH:11].[N:12]12[CH2:19][CH2:18][CH:15]([CH2:16][CH2:17]1)[C@@H:14]([NH:20][C:21]([C:23]1[S:24][C:25]3[CH:31]=[C:30]([C:32]4[CH:37]=[CH:36][C:35]([CH:38]=O)=[CH:34][CH:33]=4)[CH:29]=[CH:28][C:26]=3[CH:27]=1)=[O:22])[CH2:13]2.CO. Given the product [ClH:11].[ClH:11].[N:12]12[CH2:17][CH2:16][CH:15]([CH2:18][CH2:19]1)[C@@H:14]([NH:20][C:21]([C:23]1[S:24][C:25]3[CH:31]=[C:30]([C:32]4[CH:33]=[CH:34][C:35]([CH2:38][N:1]5[CH2:6][CH2:5][O:4][CH2:3][CH2:2]5)=[CH:36][CH:37]=4)[CH:29]=[CH:28][C:26]=3[CH:27]=1)=[O:22])[CH2:13]2, predict the reactants needed to synthesize it. (5) Given the product [OH:8][C:9]1[C:18](=[O:19])[C:17]2[C:12](=[CH:13][C:14]([CH2:20][CH2:21][CH2:22][CH2:23][CH2:24][CH2:25][CH2:26][CH2:27][CH2:28][CH2:29][CH2:30][CH2:31][CH2:32][CH2:33][CH2:34][CH2:35][CH2:36][CH3:37])=[CH:15][CH:16]=2)[O:11][C:10]=1[C:38]1[CH:43]=[C:42]([OH:44])[C:41]([OH:46])=[C:40]([OH:54])[CH:39]=1, predict the reactants needed to synthesize it. The reactants are: C([O:8][C:9]1[C:18](=[O:19])[C:17]2[C:12](=[CH:13][C:14]([CH2:20][CH2:21][CH2:22][CH2:23][CH2:24][CH2:25][CH2:26][CH2:27][CH2:28][CH2:29][CH2:30][CH2:31][CH2:32][CH2:33][CH2:34][CH2:35][CH2:36][CH3:37])=[CH:15][CH:16]=2)[O:11][C:10]=1[C:38]1[CH:43]=[C:42]([O:44]C)[C:41]([O:46]CC2C=CC=CC=2)=[C:40]([O:54]C)[CH:39]=1)C1C=CC=CC=1.B(Br)(Br)Br.CO.O.